Predict the reactants needed to synthesize the given product. From a dataset of Full USPTO retrosynthesis dataset with 1.9M reactions from patents (1976-2016). (1) The reactants are: [Cl:1][C:2]1[CH:3]=[CH:4][C:5]([O:12]C)=[C:6]([CH2:8][C:9]([OH:11])=[O:10])[CH:7]=1. Given the product [Cl:1][C:2]1[CH:3]=[CH:4][C:5]([OH:12])=[C:6]([CH2:8][C:9]([OH:11])=[O:10])[CH:7]=1, predict the reactants needed to synthesize it. (2) The reactants are: [NH2:1][C:2]1[C:3]([F:30])=[CH:4][C:5]([Cl:29])=[C:6]([C:8]2[C:9](=[O:28])[N:10]([CH2:26][CH3:27])[C:11]3[C:16]([CH:17]=2)=[CH:15][N:14]=[C:13]([NH:18][CH:19]2[CH2:24][CH2:23][N:22]([CH3:25])[CH2:21][CH2:20]2)[CH:12]=3)[CH:7]=1.N1C=CC=CC=1.[C:37]1([N:43]=[C:44]=[O:45])[CH:42]=[CH:41][CH:40]=[CH:39][CH:38]=1. Given the product [Cl:29][C:5]1[C:6]([C:8]2[C:9](=[O:28])[N:10]([CH2:26][CH3:27])[C:11]3[C:16]([CH:17]=2)=[CH:15][N:14]=[C:13]([NH:18][CH:19]2[CH2:24][CH2:23][N:22]([CH3:25])[CH2:21][CH2:20]2)[CH:12]=3)=[CH:7][C:2]([NH:1][C:44]([NH:43][C:37]2[CH:42]=[CH:41][CH:40]=[CH:39][CH:38]=2)=[O:45])=[C:3]([F:30])[CH:4]=1, predict the reactants needed to synthesize it. (3) Given the product [CH3:1][O:2][C:3]([C:5]1[NH:6][C:7]([C@@H:10]([NH:18][C:19]([O:21][C:22]([CH3:25])([CH3:24])[CH3:23])=[O:20])[CH2:11][C:12]2[CH:13]=[CH:14][CH:15]=[CH:16][CH:17]=2)=[N:8][C:9]=1[Br:33])=[O:4], predict the reactants needed to synthesize it. The reactants are: [CH3:1][O:2][C:3]([C:5]1[NH:6][C:7]([C@@H:10]([NH:18][C:19]([O:21][C:22]([CH3:25])([CH3:24])[CH3:23])=[O:20])[CH2:11][C:12]2[CH:17]=[CH:16][CH:15]=[CH:14][CH:13]=2)=[N:8][CH:9]=1)=[O:4].C1C(=O)N([Br:33])C(=O)C1. (4) Given the product [CH3:10][O:9][C:8]1[C:3]([O:2][CH3:1])=[CH:4][C:5]2[NH:12][C:16]([CH:15]([OH:19])[C:14]([F:21])([F:20])[F:13])=[N:11][C:6]=2[CH:7]=1, predict the reactants needed to synthesize it. The reactants are: [CH3:1][O:2][C:3]1[CH:4]=[C:5]([NH2:12])[C:6]([NH2:11])=[CH:7][C:8]=1[O:9][CH3:10].[F:13][C:14]([F:21])([F:20])[CH:15]([OH:19])[C:16](O)=O.Cl.C(=O)(O)[O-].[Na+]. (5) Given the product [Cl:38][C:2]1[CH:3]=[C:4]([C:5]#[C:10][C@@H:12]2[N:17]3[CH2:18][CH2:19][N:20]([C:22]4[C:23]([C:28]#[N:29])=[N:24][CH:25]=[CH:26][N:27]=4)[CH2:21][C@@H:16]3[CH2:15][CH2:14][CH2:13]2)[CH:7]=[CH:8][CH:9]=1, predict the reactants needed to synthesize it. The reactants are: I[C:2]1[CH:3]=[C:4]([CH:7]=[CH:8][CH:9]=1)[C:5]#N.[C:10]([C@@H:12]1[N:17]2[CH2:18][CH2:19][N:20]([C:22]3[C:23]([C:28]#[N:29])=[N:24][CH:25]=[CH:26][N:27]=3)[CH2:21][C@@H:16]2[CH2:15][CH2:14][CH2:13]1)#C.CCN(CC)CC.C(Cl)[Cl:38]. (6) Given the product [NH2:1][C:2]1[N:3]=[C:4]2[CH:9]=[CH:8][C:7]([C:10]3[N:14]([CH:15]4[CH2:16][CH2:17][N:18]([C:21]([O:23][C:24]([CH3:27])([CH3:26])[CH3:25])=[O:22])[CH2:19][CH2:20]4)[C:13]([CH3:37])=[N:12][C:11]=3[C:28]3[CH:29]=[CH:30][C:31]([F:34])=[CH:32][CH:33]=3)=[N:6][N:5]2[CH:35]=1, predict the reactants needed to synthesize it. The reactants are: [NH2:1][C:2]1[N:3]=[C:4]2[CH:9]=[CH:8][C:7]([C:10]3[N:14]([CH:15]4[CH2:20][CH2:19][N:18]([C:21]([O:23][C:24]([CH3:27])([CH3:26])[CH3:25])=[O:22])[CH2:17][CH2:16]4)[CH:13]=[N:12][C:11]=3[C:28]3[CH:33]=[CH:32][C:31]([F:34])=[CH:30][CH:29]=3)=[N:6][N:5]2[CH:35]=1.F[C:37]1C=CC(C2N=C(C)N(C3CCNCC3)C=2C2C=CC3N(C=C(N)N=3)N=2)=CC=1.CC(OC(OC(OC(C)(C)C)=O)=O)(C)C. (7) Given the product [OH:1][C@@:2]1([C:13]2[S:14][C:15]([C:18]3[CH:23]=[C:22]([NH:24][C:25]4[N:30]=[C:29]([C:31]([F:33])([F:34])[F:32])[CH:28]=[CH:27][N:26]=4)[CH:21]=[C:20]([CH3:35])[CH:19]=3)=[CH:16][N:17]=2)[CH2:7][CH2:6][C@@H:5]([C:8]([O:10][CH2:41][CH3:42])=[O:9])[C:4]([CH3:11])([CH3:12])[CH2:3]1, predict the reactants needed to synthesize it. The reactants are: [OH:1][C@@:2]1([C:13]2[S:14][C:15]([C:18]3[CH:23]=[C:22]([NH:24][C:25]4[N:30]=[C:29]([C:31]([F:34])([F:33])[F:32])[CH:28]=[CH:27][N:26]=4)[CH:21]=[C:20]([CH3:35])[CH:19]=3)=[CH:16][N:17]=2)[CH2:7][CH2:6][C@@H:5]([C:8]([OH:10])=[O:9])[C:4]([CH3:12])([CH3:11])[CH2:3]1.S(=O)(=O)(O)O.[CH2:41](O)[CH3:42].